Dataset: CYP3A4 inhibition data for predicting drug metabolism from PubChem BioAssay. Task: Regression/Classification. Given a drug SMILES string, predict its absorption, distribution, metabolism, or excretion properties. Task type varies by dataset: regression for continuous measurements (e.g., permeability, clearance, half-life) or binary classification for categorical outcomes (e.g., BBB penetration, CYP inhibition). Dataset: cyp3a4_veith. The drug is COc1ccc(NC(=O)c2ccccc2NC(=O)CSc2ccc(C)cc2)cc1. The result is 1 (inhibitor).